The task is: Predict the reaction yield, written as a fraction of the theoretical maximum amount of product (1.0 means a 100% yield; for example, 0.34 means a 34% yield).. This data is from Reaction yield outcomes from USPTO patents with 853,638 reactions. (1) The reactants are [C:1]([N:4]1[C:13]2[C:8](=[CH:9][C:10]([O:14][CH:15]3[CH2:20][CH2:19][O:18][CH2:17][CH2:16]3)=[CH:11][CH:12]=2)[C@H:7]([NH:21]C(=O)OCC2C=CC=CC=2)[C@@H:6]([CH3:32])[C@@H:5]1[CH:33]1[CH2:35][CH2:34]1)(=[O:3])[CH3:2]. The catalyst is C(O)C.[Pd]. The product is [NH2:21][C@H:7]1[C:8]2[C:13](=[CH:12][CH:11]=[C:10]([O:14][CH:15]3[CH2:16][CH2:17][O:18][CH2:19][CH2:20]3)[CH:9]=2)[N:4]([C:1](=[O:3])[CH3:2])[C@@H:5]([CH:33]2[CH2:34][CH2:35]2)[C@@H:6]1[CH3:32]. The yield is 0.670. (2) The reactants are [NH2:1][CH2:2][C:3]([CH3:6])([SH:5])[CH3:4].[C:7](O)(=[O:14])[C:8]1[CH:13]=[CH:12][CH:11]=[CH:10][CH:9]=1.Cl.CN(C)CCCN=C=NCC. The catalyst is ClCCl. The product is [CH3:4][C:3]([SH:5])([CH3:6])[CH2:2][NH:1][C:7](=[O:14])[C:8]1[CH:13]=[CH:12][CH:11]=[CH:10][CH:9]=1. The yield is 0.750. (3) The yield is 0.410. The catalyst is C1(C)C=CC=CC=1. The product is [CH3:14][O:13][C:11]1[CH:10]=[C:9]([CH2:15][CH2:16][C:17]2[CH:18]=[C:19]([NH:22][C:38]([C:36]3[S:37][C:33]([N:29]4[CH2:30][CH2:31][CH2:32][N:26]([CH:24]([CH3:25])[CH3:23])[CH2:27][CH2:28]4)=[CH:34][CH:35]=3)=[O:39])[NH:20][N:21]=2)[CH:8]=[C:7]([O:6][CH3:5])[CH:12]=1. The reactants are C[Al](C)C.[CH3:5][O:6][C:7]1[CH:8]=[C:9]([CH2:15][CH2:16][C:17]2[CH:18]=[C:19]([NH2:22])[NH:20][N:21]=2)[CH:10]=[C:11]([O:13][CH3:14])[CH:12]=1.[CH3:23][CH:24]([N:26]1[CH2:32][CH2:31][CH2:30][N:29]([C:33]2[S:37][C:36]([C:38](OCC)=[O:39])=[CH:35][CH:34]=2)[CH2:28][CH2:27]1)[CH3:25].CO. (4) The reactants are [CH2:1]([N:3]1[C:7]2[N:8]=[C:9]([C:18]3[CH:23]=[CH:22][C:21]([NH:24][C:25]([NH:27][C:28]4[CH:36]=[CH:35][C:31]([C:32]([OH:34])=O)=[CH:30][CH:29]=4)=[O:26])=[CH:20][CH:19]=3)[N:10]=[C:11]([N:12]3[CH2:17][CH2:16][O:15][CH2:14][CH2:13]3)[C:6]=2[CH:5]=[CH:4]1)[CH3:2].[NH2:37][CH2:38][CH2:39][N:40]1[CH2:44][CH2:43][CH2:42][CH2:41]1. No catalyst specified. The yield is 0.650. The product is [CH2:1]([N:3]1[C:7]2[N:8]=[C:9]([C:18]3[CH:23]=[CH:22][C:21]([NH:24][C:25]([NH:27][C:28]4[CH:29]=[CH:30][C:31]([C:32]([NH:37][CH2:38][CH2:39][N:40]5[CH2:44][CH2:43][CH2:42][CH2:41]5)=[O:34])=[CH:35][CH:36]=4)=[O:26])=[CH:20][CH:19]=3)[N:10]=[C:11]([N:12]3[CH2:17][CH2:16][O:15][CH2:14][CH2:13]3)[C:6]=2[CH:5]=[CH:4]1)[CH3:2].